This data is from Reaction yield outcomes from USPTO patents with 853,638 reactions. The task is: Predict the reaction yield, written as a fraction of the theoretical maximum amount of product (1.0 means a 100% yield; for example, 0.34 means a 34% yield). (1) The product is [Br:16][C:17]1[CH:22]=[C:21]([CH3:23])[C:20]([NH:24][C:4](=[O:5])[CH2:3][C:2]([CH3:8])([CH3:7])[CH3:1])=[C:19]([Cl:25])[CH:18]=1. The reactants are [CH3:1][C:2]([CH3:8])([CH3:7])[CH2:3][C:4](Cl)=[O:5].C(N(CC)CC)C.[Br:16][C:17]1[CH:22]=[C:21]([CH3:23])[C:20]([NH2:24])=[C:19]([Cl:25])[CH:18]=1.O. The catalyst is C(#N)C. The yield is 1.00. (2) The reactants are [Si]([O:8][CH2:9][C@H:10]([O:22][CH2:23][CH2:24][O:25][CH:26]1[CH2:31][CH2:30][CH2:29][CH2:28][O:27]1)[CH:11]([CH2:15][C:16]1[CH:21]=[CH:20][CH:19]=[CH:18][CH:17]=1)[O:12]OC)(C(C)(C)C)(C)C.CCCC[N+](CCCC)(CCCC)CCCC.[F-].C1C[O:53][CH2:52]C1. No catalyst specified. The product is [CH3:52][O:53][O:8][CH2:9][C@H:10]([O:22][CH2:23][CH2:24][O:25][CH:26]1[CH2:31][CH2:30][CH2:29][CH2:28][O:27]1)[CH:11]([CH2:15][C:16]1[CH:17]=[CH:18][CH:19]=[CH:20][CH:21]=1)[OH:12]. The yield is 0.950.